Task: Predict the reactants needed to synthesize the given product.. Dataset: Full USPTO retrosynthesis dataset with 1.9M reactions from patents (1976-2016) (1) Given the product [C:1]([O:5][C:6](=[O:20])[N:7]([C@H:8]1[CH2:13][CH2:12][C@H:11]([C:14](=[O:19])[N:15]([O:17][CH3:18])[CH3:16])[CH2:10][CH2:9]1)[CH3:24])([CH3:4])([CH3:2])[CH3:3], predict the reactants needed to synthesize it. The reactants are: [C:1]([O:5][C:6](=[O:20])[NH:7][C@H:8]1[CH2:13][CH2:12][C@H:11]([C:14](=[O:19])[N:15]([O:17][CH3:18])[CH3:16])[CH2:10][CH2:9]1)([CH3:4])([CH3:3])[CH3:2].[H-].[Na+].I[CH3:24].OS([O-])(=O)=O.[K+]. (2) Given the product [CH:16]1[CH:15]=[C:14]2[C:13](=[O:18])[N:12]([CH:19]3[C:20](=[O:26])[NH:21][C:22](=[O:25])[CH2:23][CH2:24]3)[CH2:11][C:10]2=[C:9]([NH2:6])[CH:17]=1, predict the reactants needed to synthesize it. The reactants are: CN(C)C=O.[N+:6]([C:9]1[CH:17]=[CH:16][CH:15]=[C:14]2[C:10]=1[CH2:11][N:12]([CH:19]1[CH2:24][CH2:23][C:22](=[O:25])[NH:21][C:20]1=[O:26])[C:13]2=[O:18])([O-])=O.[H][H]. (3) Given the product [C:28]([O:27][C:25]([N:24]=[C:21]([NH:20][C:18]([O:17][C:13]([CH3:16])([CH3:15])[CH3:14])=[O:19])[NH:1][C:2]1[C:11]2[C:6](=[CH:7][CH:8]=[C:9]([OH:12])[CH:10]=2)[CH:5]=[CH:4][CH:3]=1)=[O:26])([CH3:31])([CH3:30])[CH3:29], predict the reactants needed to synthesize it. The reactants are: [NH2:1][C:2]1[CH:3]=[CH:4][CH:5]=[C:6]2[C:11]=1[CH:10]=[C:9]([OH:12])[CH:8]=[CH:7]2.[C:13]([O:17][C:18]([NH:20][C:21](=[N:24][C:25]([O:27][C:28]([CH3:31])([CH3:30])[CH3:29])=[O:26])SC)=[O:19])([CH3:16])([CH3:15])[CH3:14].C(N(CC)CC)C. (4) The reactants are: [C:1]([C:5]1[CH:6]=[C:7]([CH:9]=[CH:10][CH:11]=1)[NH2:8])([CH3:4])([CH3:3])[CH3:2].C[Al](C)C.C([O:18][C:19]([C:21]1[C:22]2[CH:29]=[CH:28][C:27]([O:30][C:31]3[CH:36]=[CH:35][N:34]=[C:33]([CH2:37][O:38]C(=O)CCCCC)[N:32]=3)=[CH:26][C:23]=2[S:24][CH:25]=1)=O)C.[NH4+].[Cl-]. Given the product [C:1]([C:5]1[CH:6]=[C:7]([NH:8][C:19]([C:21]2[C:22]3[CH:29]=[CH:28][C:27]([O:30][C:31]4[CH:36]=[CH:35][N:34]=[C:33]([CH2:37][OH:38])[N:32]=4)=[CH:26][C:23]=3[S:24][CH:25]=2)=[O:18])[CH:9]=[CH:10][CH:11]=1)([CH3:4])([CH3:2])[CH3:3], predict the reactants needed to synthesize it. (5) Given the product [C:72]([CH2:71][CH2:70][CH:67]1[CH2:68][CH2:69][CH:64]([N:63]([CH:60]2[CH2:62][CH2:61]2)[C:10](=[O:12])[C:9]2[CH:8]=[CH:7][C:6]([C@@:3]([OH:5])([CH3:4])[C:2]([F:1])([F:16])[F:15])=[CH:14][CH:13]=2)[CH2:65][CH2:66]1)#[N:73], predict the reactants needed to synthesize it. The reactants are: [F:1][C:2]([F:16])([F:15])[C@:3]([C:6]1[CH:14]=[CH:13][C:9]([C:10]([OH:12])=O)=[CH:8][CH:7]=1)([OH:5])[CH3:4].CN(C(ON1N=NC2C=CC=CC1=2)=[N+](C)C)C.F[P-](F)(F)(F)(F)F.C1C=CC2N(O)N=NC=2C=1.CCN(C(C)C)C(C)C.[CH:60]1([NH:63][CH:64]2[CH2:69][CH2:68][CH:67]([CH2:70][CH2:71][C:72]#[N:73])[CH2:66][CH2:65]2)[CH2:62][CH2:61]1.Cl. (6) Given the product [Br:18][C:19]1[C:20]([Cl:30])=[CH:21][C:22]([F:29])=[C:23]([S:25]([N:5]2[C:6]3[C:11](=[CH:10][CH:9]=[CH:8][CH:7]=3)[C:2]([CH3:12])([CH3:1])[CH2:3][CH2:4]2)(=[O:27])=[O:26])[CH:24]=1, predict the reactants needed to synthesize it. The reactants are: [CH3:1][C:2]1([CH3:12])[C:11]2[C:6](=[CH:7][CH:8]=[CH:9][CH:10]=2)[NH:5][CH2:4][CH2:3]1.C([O-])(O)=O.[Na+].[Br:18][C:19]1[C:20]([Cl:30])=[CH:21][C:22]([F:29])=[C:23]([S:25](Cl)(=[O:27])=[O:26])[CH:24]=1. (7) Given the product [CH2:22]([NH:29][C:2]1[N:3]=[CH:4][C:5]2[N:11]([CH3:12])[C:10](=[O:13])[C:9]([CH3:15])([CH3:14])[CH2:8][N:7]([CH:16]3[CH2:20][CH2:19][CH2:18][CH2:17]3)[C:6]=2[N:21]=1)[C:23]1[CH:28]=[CH:27][CH:26]=[CH:25][CH:24]=1, predict the reactants needed to synthesize it. The reactants are: Cl[C:2]1[N:3]=[CH:4][C:5]2[N:11]([CH3:12])[C:10](=[O:13])[C:9]([CH3:15])([CH3:14])[CH2:8][N:7]([CH:16]3[CH2:20][CH2:19][CH2:18][CH2:17]3)[C:6]=2[N:21]=1.[CH2:22]([NH2:29])[C:23]1[CH:28]=[CH:27][CH:26]=[CH:25][CH:24]=1.C(N(C(C)C)CC)(C)C. (8) Given the product [Cl:19][C:16]([F:17])([F:18])[O:15][C:12]1[CH:13]=[CH:14][C:9]([NH:8][C:6](=[O:7])[C:5]2[CH:20]=[C:21]([C:22]3[NH:26][N:25]=[CH:24][CH:23]=3)[C:2]([N:37]3[CH2:36][C@@H:35]([OH:39])[C@H:34]([F:33])[CH2:38]3)=[N:3][CH:4]=2)=[CH:10][CH:11]=1, predict the reactants needed to synthesize it. The reactants are: Cl[C:2]1[C:21]([C:22]2[N:26](C3CCCCO3)[N:25]=[CH:24][CH:23]=2)=[CH:20][C:5]([C:6]([NH:8][C:9]2[CH:14]=[CH:13][C:12]([O:15][C:16]([Cl:19])([F:18])[F:17])=[CH:11][CH:10]=2)=[O:7])=[CH:4][N:3]=1.[F:33][C@@H:34]1[CH2:38][NH:37][CH2:36][C@H:35]1[OH:39].